Dataset: Full USPTO retrosynthesis dataset with 1.9M reactions from patents (1976-2016). Task: Predict the reactants needed to synthesize the given product. (1) Given the product [N:1]1([B-:6]([N:7]2[CH:11]=[CH:10][CH:9]=[N:8]2)([N:12]2[CH:16]=[CH:15][CH:14]=[N:13]2)[N:17]2[CH:21]=[CH:20][CH:19]=[N:18]2)[CH:5]=[CH:4][CH:3]=[N:2]1.[Mg+2:24].[N:1]1([B-:6]([N:7]2[CH:11]=[CH:10][CH:9]=[N:8]2)([N:12]2[CH:16]=[CH:15][CH:14]=[N:13]2)[N:17]2[CH:21]=[CH:20][CH:19]=[N:18]2)[CH:5]=[CH:4][CH:3]=[N:2]1, predict the reactants needed to synthesize it. The reactants are: [N:1]1([B-:6]([N:17]2[CH:21]=[CH:20][CH:19]=[N:18]2)([N:12]2[CH:16]=[CH:15][CH:14]=[N:13]2)[N:7]2[CH:11]=[CH:10][CH:9]=[N:8]2)[CH:5]=[CH:4][CH:3]=[N:2]1.[Na+].[Cl-].[Mg+2:24].[Cl-]. (2) Given the product [Cl:1][C:2]1[CH:31]=[CH:30][CH:29]=[C:28]([Cl:32])[C:3]=1[CH2:4][C:5]1[N:6]=[C:7]([NH:16][C:17]2[CH:25]=[CH:24][C:20]([C:21]([NH:41][CH2:40][CH2:39][N:33]3[CH2:38][CH2:37][CH2:36][CH2:35][CH2:34]3)=[O:23])=[CH:19][C:18]=2[O:26][CH3:27])[C:8]2[C:9](=[O:15])[NH:10][CH:11]=[CH:12][C:13]=2[CH:14]=1, predict the reactants needed to synthesize it. The reactants are: [Cl:1][C:2]1[CH:31]=[CH:30][CH:29]=[C:28]([Cl:32])[C:3]=1[CH2:4][C:5]1[N:6]=[C:7]([NH:16][C:17]2[CH:25]=[CH:24][C:20]([C:21]([OH:23])=O)=[CH:19][C:18]=2[O:26][CH3:27])[C:8]2[C:9](=[O:15])[NH:10][CH:11]=[CH:12][C:13]=2[CH:14]=1.[N:33]1([CH2:39][CH2:40][NH2:41])[CH2:38][CH2:37][CH2:36][CH2:35][CH2:34]1.N1(OC(N(C)C)=[N+](C)C)C2N=CC=CC=2N=N1.C(N(CC)C(C)C)(C)C. (3) Given the product [CH3:19][NH:20][CH2:11][C:6]1[C:5]2[C:9](=[CH:10][C:2]([CH3:1])=[CH:3][CH:4]=2)[NH:8][CH:7]=1, predict the reactants needed to synthesize it. The reactants are: [CH3:1][C:2]1[CH:10]=[C:9]2[C:5]([C:6]([CH:11]=O)=[CH:7][NH:8]2)=[CH:4][CH:3]=1.C(O)(=O)C.CN.[C:19]([BH3-])#[N:20].[Na+].